From a dataset of Rat liver microsome stability data. Regression/Classification. Given a drug SMILES string, predict its absorption, distribution, metabolism, or excretion properties. Task type varies by dataset: regression for continuous measurements (e.g., permeability, clearance, half-life) or binary classification for categorical outcomes (e.g., BBB penetration, CYP inhibition). Dataset: rlm. (1) The compound is CC(C)C(=O)N1CCC(Oc2ccc3c(c2)CCC2(CCN(C4CCC4)CC2)O3)CC1. The result is 0 (unstable in rat liver microsomes). (2) The molecule is CNCCC(c1ccc2cc(F)ccc2c1)n1ncnn1. The result is 1 (stable in rat liver microsomes). (3) The compound is CC#C[C@@H](Cc1nn[nH]n1)c1ccc(OCc2ccc3sc(C(F)(F)F)c(-c4ccc(OCCOC)cc4C)c3c2)cc1. The result is 0 (unstable in rat liver microsomes). (4) The molecule is CC(C)c1nc2c(C(=O)NCC3CCN(CC4CCN(S(C)(=O)=O)CC4)CC3)cccc2[nH]1. The result is 0 (unstable in rat liver microsomes). (5) The molecule is CC=CCC(C)C(O)C1C(=O)NC(CC)C(=O)N(C)CC(=O)N(C)C(CC(C)C)C(=O)NC(C(C)C)C(=O)N(C)C(CC(C)C)C(=O)NC(C)C(=O)NC(C)C(=O)N(C)C(CC(C)C)C(=O)N(C)C(CC(C)C)C(=O)N(C)C(C(C)C)C(=O)N1C. The result is 0 (unstable in rat liver microsomes). (6) The molecule is C[C@@H]1C[C@H](N)C[C@H](c2ccncc2NC(=O)c2ccc(F)c(-c3c(F)cccc3F)n2)C1. The result is 0 (unstable in rat liver microsomes). (7) The compound is COc1ccc(NC(=O)c2c(C)cccc2C)cc1S(=O)(=O)N1CCCCCC1. The result is 1 (stable in rat liver microsomes). (8) The molecule is CC(Nc1ncnc2c1cnn2-c1cccc(Cl)c1)c1ccccc1. The result is 1 (stable in rat liver microsomes).